Predict the product of the given reaction. From a dataset of Forward reaction prediction with 1.9M reactions from USPTO patents (1976-2016). Given the reactants [Cl:1][C:2]1[C:3](/[CH:16]=[C:17](\[CH2:23][CH2:24][CH3:25])/[C:18]([O:20]CC)=[O:19])=[C:4]([O:14][CH3:15])[C:5]2[C:10]([C:11]=1[O:12][CH3:13])=[CH:9][CH:8]=[CH:7][CH:6]=2.COC1C2C(=CC=CC=2)C(OC)=CC=1/C=C(\C)/C(O)=O, predict the reaction product. The product is: [Cl:1][C:2]1[C:3](/[CH:16]=[C:17](\[CH2:23][CH2:24][CH3:25])/[C:18]([OH:20])=[O:19])=[C:4]([O:14][CH3:15])[C:5]2[C:10]([C:11]=1[O:12][CH3:13])=[CH:9][CH:8]=[CH:7][CH:6]=2.